This data is from Forward reaction prediction with 1.9M reactions from USPTO patents (1976-2016). The task is: Predict the product of the given reaction. Given the reactants [CH3:1][C:2]1[CH:7]=[CH:6][C:5]([C:8](=[NH:20])[NH:9][C:10]2[CH:15]=[CH:14][C:13]([S:16]([CH3:19])(=[O:18])=[O:17])=[CH:12][CH:11]=2)=[CH:4][N:3]=1.C(=O)(O)[O-].[Na+].Br[CH2:27][C:28](=[O:33])[C:29]([F:32])([F:31])[F:30], predict the reaction product. The product is: [CH3:1][C:2]1[CH:7]=[CH:6][C:5]([C:8]2[N:9]([C:10]3[CH:15]=[CH:14][C:13]([S:16]([CH3:19])(=[O:18])=[O:17])=[CH:12][CH:11]=3)[CH2:27][C:28]([OH:33])([C:29]([F:32])([F:31])[F:30])[N:20]=2)=[CH:4][N:3]=1.